From a dataset of Reaction yield outcomes from USPTO patents with 853,638 reactions. Predict the reaction yield, written as a fraction of the theoretical maximum amount of product (1.0 means a 100% yield; for example, 0.34 means a 34% yield). The reactants are [CH:1]([O:4][C:5](=[O:32])[C:6]1[CH:11]=[CH:10][C:9]([C:12]#[C:13][C:14]2[CH:19]=[CH:18][C:17]([CH2:20][C:21]([O:23]C)=[O:22])=[C:16]([F:25])[CH:15]=2)=[CH:8][C:7]=1[CH2:26][N:27]([CH:29]1[CH2:31][CH2:30]1)[CH3:28])([CH3:3])[CH3:2].O1CCCC1.O.O.[OH-].[Li+]. The catalyst is CO. The product is [CH:1]([O:4][C:5](=[O:32])[C:6]1[CH:11]=[CH:10][C:9]([C:12]#[C:13][C:14]2[CH:19]=[CH:18][C:17]([CH2:20][C:21]([OH:23])=[O:22])=[C:16]([F:25])[CH:15]=2)=[CH:8][C:7]=1[CH2:26][N:27]([CH:29]1[CH2:31][CH2:30]1)[CH3:28])([CH3:3])[CH3:2]. The yield is 0.540.